This data is from Full USPTO retrosynthesis dataset with 1.9M reactions from patents (1976-2016). The task is: Predict the reactants needed to synthesize the given product. (1) Given the product [NH2:1][C:4]1[CH:9]=[CH:8][CH:7]=[CH:6][C:5]=1[C:10]1[S:14][C:13]([NH:15][S:24]([CH3:23])(=[O:26])=[O:25])=[N:12][N:11]=1, predict the reactants needed to synthesize it. The reactants are: [N+:1]([C:4]1[CH:9]=[CH:8][CH:7]=[CH:6][C:5]=1[C:10]1[S:14][C:13]([NH2:15])=[N:12][N:11]=1)([O-])=O.C(N(CC)CC)C.[CH3:23][S:24](Cl)(=[O:26])=[O:25]. (2) The reactants are: [CH:1]1([CH2:5][O:6][C:7]2[CH:12]=[CH:11][CH:10]=[CH:9][C:8]=2[CH2:13]O)[CH2:4][CH2:3][CH2:2]1.P(Br)(Br)[Br:16].C(=O)(O)[O-].[Na+]. Given the product [Br:16][CH2:13][C:8]1[CH:9]=[CH:10][CH:11]=[CH:12][C:7]=1[O:6][CH2:5][CH:1]1[CH2:4][CH2:3][CH2:2]1, predict the reactants needed to synthesize it. (3) Given the product [CH2:34]([NH:37][C:28]([CH:25]1[CH2:26][CH2:27][N:23]([C:21]([C:6]2[CH:7]=[C:8]3[C:3](=[CH:4][CH:5]=2)[N:2]([CH3:1])[C:14]2[CH2:13][CH2:12][CH:11]([CH:15]4[CH2:20][CH2:19][O:18][CH2:17][CH2:16]4)[CH2:10][C:9]3=2)=[O:22])[CH2:24]1)=[O:29])[CH3:35], predict the reactants needed to synthesize it. The reactants are: [CH3:1][N:2]1[C:14]2[CH2:13][CH2:12][CH:11]([CH:15]3[CH2:20][CH2:19][O:18][CH2:17][CH2:16]3)[CH2:10][C:9]=2[C:8]2[C:3]1=[CH:4][CH:5]=[C:6]([C:21]([N:23]1[CH2:27][CH2:26][CH:25]([C:28](OC)=[O:29])[CH2:24]1)=[O:22])[CH:7]=2.[OH-].[Li+].[CH:34]([N:37](CC)C(C)C)(C)[CH3:35].C(N)C.CN(C(ON1N=NC2C=CC=NC1=2)=[N+](C)C)C.F[P-](F)(F)(F)(F)F. (4) Given the product [F:20][C:2]([CH3:13])([CH3:12])[CH2:3][NH:4][C:5](=[O:11])[O:6][C:7]([CH3:10])([CH3:9])[CH3:8], predict the reactants needed to synthesize it. The reactants are: O[C:2]([CH3:13])([CH3:12])[CH2:3][NH:4][C:5](=[O:11])[O:6][C:7]([CH3:10])([CH3:9])[CH3:8].C(N(S(F)(F)[F:20])CC)C.C(=O)(O)[O-].[Na+]. (5) Given the product [CH3:10][O:11][C:12]([CH:14]1[CH2:19][CH2:18][C:17]([C:21]2[S:22][C:23]([C:26]3[CH:31]=[C:30]([CH3:32])[CH:29]=[C:28]([NH:33][C:2]4[N:7]=[C:6]([CH3:8])[C:5]([F:9])=[CH:4][N:3]=4)[CH:27]=3)=[CH:24][N:25]=2)([OH:20])[CH2:16][C:15]1([CH3:35])[CH3:34])=[O:13], predict the reactants needed to synthesize it. The reactants are: Cl[C:2]1[N:7]=[C:6]([CH3:8])[C:5]([F:9])=[CH:4][N:3]=1.[CH3:10][O:11][C:12]([CH:14]1[CH2:19][CH2:18][C:17]([C:21]2[S:22][C:23]([C:26]3[CH:31]=[C:30]([CH3:32])[CH:29]=[C:28]([NH2:33])[CH:27]=3)=[CH:24][N:25]=2)([OH:20])[CH2:16][C:15]1([CH3:35])[CH3:34])=[O:13].CC1(C)C2C(=C(P(C3C=CC=CC=3)C3C=CC=CC=3)C=CC=2)OC2C(P(C3C=CC=CC=3)C3C=CC=CC=3)=CC=CC1=2.C([O-])([O-])=O.[Cs+].[Cs+]. (6) Given the product [Br:1][C:2]1[CH:3]=[CH:4][C:5]([C:8]2[CH:13]=[CH:12][C:11]([O:14][C:17](=[O:18])[N:16]([CH3:15])[C:20]3[CH:25]=[CH:24][CH:23]=[CH:22][CH:21]=3)=[CH:10][CH:9]=2)=[CH:6][CH:7]=1, predict the reactants needed to synthesize it. The reactants are: [Br:1][C:2]1[CH:7]=[CH:6][C:5]([C:8]2[CH:13]=[CH:12][C:11]([OH:14])=[CH:10][CH:9]=2)=[CH:4][CH:3]=1.[CH3:15][N:16]([C:20]1[CH:25]=[CH:24][CH:23]=[CH:22][CH:21]=1)[C:17](Cl)=[O:18].